From a dataset of Forward reaction prediction with 1.9M reactions from USPTO patents (1976-2016). Predict the product of the given reaction. (1) The product is: [C:42]([NH:41][C:38]1[N:39]=[CH:40][C:35]([C:2]2[CH:3]=[C:4]([C:14]([NH:16][CH2:17][C:18]3[C:19](=[O:26])[NH:20][C:21]([CH3:25])=[CH:22][C:23]=3[CH3:24])=[O:15])[C:5]3[CH:6]=[N:7][N:8]([CH:11]([CH3:13])[CH3:12])[C:9]=3[CH:10]=2)=[CH:36][CH:37]=1)(=[O:44])[CH3:43]. Given the reactants Br[C:2]1[CH:3]=[C:4]([C:14]([NH:16][CH2:17][C:18]2[C:19](=[O:26])[NH:20][C:21]([CH3:25])=[CH:22][C:23]=2[CH3:24])=[O:15])[C:5]2[CH:6]=[N:7][N:8]([CH:11]([CH3:13])[CH3:12])[C:9]=2[CH:10]=1.CC1(C)C(C)(C)OB([C:35]2[CH:36]=[CH:37][C:38]([NH:41][C:42](=[O:44])[CH3:43])=[N:39][CH:40]=2)O1.C(=O)(O)[O-].[Na+].O, predict the reaction product. (2) Given the reactants [CH3:1][CH:2]1[CH:27]2[O:28][C:26]2([CH3:29])[CH:25]([O:30]C(CC(C)C)=O)[CH2:24][C:22](=[O:23])[N:21]([CH3:37])[C:14]2=[C:15]([Cl:20])[C:16]([O:18][CH3:19])=[CH:17][C:12](=[CH:13]2)[CH2:11][C:10]([CH3:38])=[CH:9][CH:8]=[CH:7][CH:6]([O:39][CH3:40])[C:5]2([OH:45])[NH:41][C:42]([O:44][CH:3]1[CH2:4]2)=[O:43].C(O)=O.O1CCCC1.C(OCC)(=O)C, predict the reaction product. The product is: [CH3:1][CH:2]1[CH:27]2[O:28][C:26]2([CH3:29])[CH:25]([OH:30])[CH2:24][C:22](=[O:23])[N:21]([CH3:37])[C:14]2=[C:15]([Cl:20])[C:16]([O:18][CH3:19])=[CH:17][C:12](=[CH:13]2)[CH2:11][C:10]([CH3:38])=[CH:9][CH:8]=[CH:7][CH:6]([O:39][CH3:40])[C:5]2([OH:45])[NH:41][C:42]([O:44][CH:3]1[CH2:4]2)=[O:43].